Dataset: Forward reaction prediction with 1.9M reactions from USPTO patents (1976-2016). Task: Predict the product of the given reaction. (1) Given the reactants [Cl:1][C:2]1[CH:7]=[CH:6][C:5]([N:8]=[C:9]=[O:10])=[CH:4][CH:3]=1.Cl.[CH3:12][C:13]1[CH:14]=[C:15]2[C:20](=[CH:21][C:22]=1[C:23]1[CH:28]=[C:27]([N:29]3[CH2:34][CH2:33][N:32]([CH3:35])[CH2:31][CH2:30]3)[N:26]=[C:25]([NH2:36])[N:24]=1)[CH2:19][NH:18][CH2:17][CH2:16]2.C(N(CC)CC)C, predict the reaction product. The product is: [NH2:36][C:25]1[N:24]=[C:23]([C:22]2[CH:21]=[C:20]3[C:15]([CH2:16][CH2:17][N:18]([C:9]([NH:8][C:5]4[CH:6]=[CH:7][C:2]([Cl:1])=[CH:3][CH:4]=4)=[O:10])[CH2:19]3)=[CH:14][C:13]=2[CH3:12])[CH:28]=[C:27]([N:29]2[CH2:34][CH2:33][N:32]([CH3:35])[CH2:31][CH2:30]2)[N:26]=1. (2) Given the reactants [NH2:1][C:2]1[CH:3]=[CH:4][C:5]([CH3:9])=[C:6]([OH:8])[CH:7]=1.[N:10]1[CH:15]=[CH:14][CH:13]=[C:12]([CH:16]=O)[CH:11]=1.C(O[BH-](OC(=O)C)OC(=O)C)(=O)C.[Na+], predict the reaction product. The product is: [CH3:9][C:5]1[CH:4]=[CH:3][C:2]([NH:1][CH2:16][C:12]2[CH:11]=[N:10][CH:15]=[CH:14][CH:13]=2)=[CH:7][C:6]=1[OH:8].